This data is from Catalyst prediction with 721,799 reactions and 888 catalyst types from USPTO. The task is: Predict which catalyst facilitates the given reaction. Reactant: [Cl:1][CH2:2][CH2:3][CH2:4][CH:5]1[S:10](=[O:12])(=[O:11])[N:9]([C:13]2[CH:18]=[CH:17][CH:16]=[CH:15][C:14]=2[F:19])[C:8]2[CH:20]=[CH:21][CH:22]=[CH:23][C:7]=2[CH2:6]1.[CH3:24][NH2:25]. Product: [ClH:1].[F:19][C:14]1[CH:15]=[CH:16][CH:17]=[CH:18][C:13]=1[N:9]1[C:8]2[CH:20]=[CH:21][CH:22]=[CH:23][C:7]=2[CH2:6][CH:5]([CH2:4][CH2:3][CH2:2][NH:25][CH3:24])[S:10]1(=[O:12])=[O:11]. The catalyst class is: 8.